This data is from Peptide-MHC class I binding affinity with 185,985 pairs from IEDB/IMGT. The task is: Regression. Given a peptide amino acid sequence and an MHC pseudo amino acid sequence, predict their binding affinity value. This is MHC class I binding data. (1) The peptide sequence is NSTHNTPVY. The MHC is HLA-A01:01 with pseudo-sequence HLA-A01:01. The binding affinity (normalized) is 0.0674. (2) The binding affinity (normalized) is 0.0847. The peptide sequence is CLSDEINHV. The MHC is HLA-A03:01 with pseudo-sequence HLA-A03:01. (3) The peptide sequence is GPASLPTAL. The MHC is HLA-B15:09 with pseudo-sequence HLA-B15:09. The binding affinity (normalized) is 0.0847. (4) The peptide sequence is IYLPIVHPF. The MHC is HLA-A02:06 with pseudo-sequence HLA-A02:06. The binding affinity (normalized) is 0.0847. (5) The peptide sequence is DTIESAKTK. The MHC is HLA-A68:01 with pseudo-sequence HLA-A68:01. The binding affinity (normalized) is 0.740.